This data is from Drug-target binding data from BindingDB using IC50 measurements. The task is: Regression. Given a target protein amino acid sequence and a drug SMILES string, predict the binding affinity score between them. We predict pIC50 (pIC50 = -log10(IC50 in M); higher means more potent). Dataset: bindingdb_ic50. The drug is COCCN(CC(=O)N(CCCCN)CC(=O)N(CCCCN)CC(N)=O)C(=O)CN(NC(=O)Nc1ccccc1)C(=O)CN(NC(=O)c1ccc(Cl)cc1)C(=O)CNNC(=O)c1ccc(-c2ccc(Br)cc2)s1. The target protein (P68402) has sequence MSQGDSNPAAIPHAAEDIQGDDRWMSQHNRFVLDCKDKEPDVLFVGDSMVQLMQQYEIWRELFSPLHALNFGIGGDTTRHVLWRLKNGELENIKPKVIVVWVGTNNHENTAEEVAGGIEAIVQLINTRQPQAKIIVLGLLPRGEKPNPLRQKNAKVNQLLKVSLPKLANVQLLDTDGGFVHSDGAISCHDMFDFLHLTGGGYAKICKPLHELIMQLLEETPEEKQTTIA. The pIC50 is 4.5.